From a dataset of TCR-epitope binding with 47,182 pairs between 192 epitopes and 23,139 TCRs. Binary Classification. Given a T-cell receptor sequence (or CDR3 region) and an epitope sequence, predict whether binding occurs between them. (1) The epitope is QECVRGTTVL. The TCR CDR3 sequence is CASSAGTVNEQFF. Result: 1 (the TCR binds to the epitope). (2) The TCR CDR3 sequence is CASKGDAYEQYF. The epitope is GPGHKARVL. Result: 0 (the TCR does not bind to the epitope). (3) The epitope is YIFFASFYY. The TCR CDR3 sequence is CASSSLVASGANVLTF. Result: 1 (the TCR binds to the epitope). (4) The epitope is EIYKRWII. The TCR CDR3 sequence is CASSLEVSSEQYF. Result: 0 (the TCR does not bind to the epitope).